This data is from Reaction yield outcomes from USPTO patents with 853,638 reactions. The task is: Predict the reaction yield, written as a fraction of the theoretical maximum amount of product (1.0 means a 100% yield; for example, 0.34 means a 34% yield). The reactants are Cl.[Cl:2][CH2:3][CH2:4][CH2:5][NH2:6].[CH3:7][CH2:8][CH2:9][CH2:10][CH2:11][CH3:12].[C:13]([O:16]CC)(=[O:15])C. The catalyst is C(OCC)C.CCCCCC. The product is [Cl:2][CH2:3][CH2:4][CH2:5][NH:6][C:13](=[O:15])[O:16][C:9]1[CH:8]=[CH:7][CH:12]=[CH:11][CH:10]=1. The yield is 0.404.